Predict the product of the given reaction. From a dataset of Forward reaction prediction with 1.9M reactions from USPTO patents (1976-2016). (1) Given the reactants CP(C)C.N(C(N1CCCCC1)=O)=NC(N1CCCCC1)=O.[I:23]C.O[CH2:26][CH:27]([NH:38][C:39](=[O:45])[O:40][C:41]([CH3:44])([CH3:43])[CH3:42])[CH2:28][CH2:29][CH2:30][CH2:31][CH2:32][CH2:33][CH2:34][CH2:35][CH2:36][CH3:37], predict the reaction product. The product is: [I:23][CH2:26][CH:27]([NH:38][C:39](=[O:45])[O:40][C:41]([CH3:44])([CH3:43])[CH3:42])[CH2:28][CH2:29][CH2:30][CH2:31][CH2:32][CH2:33][CH2:34][CH2:35][CH2:36][CH3:37]. (2) Given the reactants [C:1]([C:9]1[CH:35]=[C:34]([Br:36])[CH:33]=[CH:32][C:10]=1[C:11]([N:13]([CH2:25][CH:26]([OH:31])[CH2:27][CH2:28][CH2:29][CH3:30])[CH2:14][C:15]1[CH:20]=[CH:19][C:18]([S:21]([CH3:24])(=[O:23])=[O:22])=[CH:17][CH:16]=1)=[O:12])(=[O:8])[C:2]1[CH:7]=[CH:6][CH:5]=[CH:4][CH:3]=1.C(N(CC)CC)C.O.Cl, predict the reaction product. The product is: [C:1]([C:9]1[CH:35]=[C:34]([Br:36])[CH:33]=[CH:32][C:10]=1[C:11]([N:13]([CH2:14][C:15]1[CH:16]=[CH:17][C:18]([S:21]([CH3:24])(=[O:23])=[O:22])=[CH:19][CH:20]=1)[CH2:25][C:26](=[O:31])[CH2:27][CH2:28][CH2:29][CH3:30])=[O:12])(=[O:8])[C:2]1[CH:7]=[CH:6][CH:5]=[CH:4][CH:3]=1. (3) Given the reactants [Br:1][C:2]1[CH:3]=[C:4]([NH:8][CH:9]([C:12]2[CH:17]=[CH:16][CH:15]=[C:14]([Cl:18])[CH:13]=2)[C:10]#[N:11])[CH:5]=[N:6][CH:7]=1.Cl.[OH2:20], predict the reaction product. The product is: [Br:1][C:2]1[CH:3]=[C:4]([NH:8][CH:9]([C:12]2[CH:17]=[CH:16][CH:15]=[C:14]([Cl:18])[CH:13]=2)[C:10]([NH2:11])=[O:20])[CH:5]=[N:6][CH:7]=1. (4) Given the reactants [NH2:1][C:2]1[CH:3]=[C:4]([NH:8][C:9]2[C:14]([F:15])=[CH:13][N:12]=[C:11]([NH:16][C:17]3[CH:22]=[CH:21][C:20]([O:23][CH2:24][CH2:25][O:26][CH3:27])=[CH:19][CH:18]=3)[N:10]=2)[CH:5]=[CH:6][CH:7]=1.[C:28](Cl)(=[O:31])[CH:29]=[CH2:30].C(Cl)(Cl)Cl.CO.C(=O)(O)[O-].[Na+], predict the reaction product. The product is: [F:15][C:14]1[C:9]([NH:8][C:4]2[CH:3]=[C:2]([NH:1][C:28](=[O:31])[CH:29]=[CH2:30])[CH:7]=[CH:6][CH:5]=2)=[N:10][C:11]([NH:16][C:17]2[CH:22]=[CH:21][C:20]([O:23][CH2:24][CH2:25][O:26][CH3:27])=[CH:19][CH:18]=2)=[N:12][CH:13]=1. (5) Given the reactants [C:1]([O:5][C:6]([N:8]1[CH2:13][CH2:12][N:11]([C:14]([O:16][C:17]([CH3:20])([CH3:19])[CH3:18])=[O:15])[CH2:10][C@H:9]1[C:21]([OH:23])=[O:22])=[O:7])([CH3:4])([CH3:3])[CH3:2].[C:24](=O)([O-])[O-].[K+].[K+].IC, predict the reaction product. The product is: [N:8]1([C:6]([O:5][C:1]([CH3:4])([CH3:2])[CH3:3])=[O:7])[CH2:13][CH2:12][N:11]([C:14]([O:16][C:17]([CH3:20])([CH3:19])[CH3:18])=[O:15])[CH2:10][C@H:9]1[C:21]([O:23][CH3:24])=[O:22]. (6) Given the reactants [OH:1][C:2]1[C:11]2[NH:10][C:9](=[O:12])[CH2:8][O:7][C:6]=2[CH:5]=[CH:4][CH:3]=1.[C:13]([O-])([O-])=O.[K+].[K+].Br[CH2:20][C:21]([O:23][CH2:24][CH3:25])=[O:22].CI, predict the reaction product. The product is: [CH3:13][N:10]1[C:9](=[O:12])[CH2:8][O:7][C:6]2[CH:5]=[CH:4][CH:3]=[C:2]([O:1][CH2:20][C:21]([O:23][CH2:24][CH3:25])=[O:22])[C:11]1=2. (7) Given the reactants F[C:2]1[CH:3]=[C:4]2[C:13](=[CH:14][CH:15]=1)[C:12](=[O:16])[C:11]1[C:10]([OH:17])=[CH:9][C:8]([N:18]3[CH2:23][CH2:22][O:21][CH2:20][CH2:19]3)=[CH:7][C:6]=1[O:5]2.[CH2:24]([OH:27])[CH2:25][OH:26].[H-].[Na+], predict the reaction product. The product is: [OH:17][C:10]1[C:11]2[C:12](=[O:16])[C:13]3[C:4](=[CH:3][C:2]([O:26][CH2:25][CH2:24][OH:27])=[CH:15][CH:14]=3)[O:5][C:6]=2[CH:7]=[C:8]([N:18]2[CH2:23][CH2:22][O:21][CH2:20][CH2:19]2)[CH:9]=1.